Predict the product of the given reaction. From a dataset of Forward reaction prediction with 1.9M reactions from USPTO patents (1976-2016). (1) Given the reactants CCOC(/N=N/C(OCC)=O)=O.[Si:13]([O:20][CH2:21][CH:22]([CH2:25][O:26][Si:27]([C:30]([CH3:33])([CH3:32])[CH3:31])([CH3:29])[CH3:28])[CH2:23][OH:24])([C:16]([CH3:19])([CH3:18])[CH3:17])([CH3:15])[CH3:14].[Br:34][C:35]1[N:40]=[CH:39][C:38](O)=[CH:37][CH:36]=1.C1(P(C2C=CC=CC=2)C2C=CC=CC=2)C=CC=CC=1, predict the reaction product. The product is: [Br:34][C:35]1[CH:36]=[CH:37][C:38]([O:24][CH2:23][CH:22]([CH2:25][O:26][Si:27]([C:30]([CH3:33])([CH3:32])[CH3:31])([CH3:28])[CH3:29])[CH2:21][O:20][Si:13]([C:16]([CH3:17])([CH3:19])[CH3:18])([CH3:15])[CH3:14])=[CH:39][N:40]=1. (2) Given the reactants C([O:8][C:9]([N:11]([CH3:25])[C@H:12]([CH2:16][CH2:17][C:18]([O:20][C:21]([CH3:24])([CH3:23])[CH3:22])=[O:19])[C:13]([OH:15])=[O:14])=O)C1C=CC=CC=1.O.C1C(=O)N(OC([O:37][CH2:38][CH:39]2[C:51]3[C:46](=[CH:47][CH:48]=[CH:49][CH:50]=3)[C:45]3[C:40]2=[CH:41][CH:42]=[CH:43][CH:44]=3)=O)C(=O)C1, predict the reaction product. The product is: [CH:50]1[C:51]2[CH:39]([CH2:38][O:37][C:9]([N:11]([CH3:25])[C@H:12]([CH2:16][CH2:17][C:18]([O:20][C:21]([CH3:23])([CH3:22])[CH3:24])=[O:19])[C:13]([OH:15])=[O:14])=[O:8])[C:40]3[C:45](=[CH:44][CH:43]=[CH:42][CH:41]=3)[C:46]=2[CH:47]=[CH:48][CH:49]=1. (3) Given the reactants CN([CH:4]=[O:5])C.P(Cl)(Cl)([Cl:8])=O.[CH:11]12[CH2:17][CH:14]([CH2:15][CH2:16]1)[CH2:13][C:12]2=O.P([O-])([O-])(O)=O.[K+].[K+], predict the reaction product. The product is: [Cl:8][C:12]1[CH:11]2[CH2:17][CH:14]([CH2:15][CH2:16]2)[C:13]=1[CH:4]=[O:5]. (4) Given the reactants [F:1][C:2]1[CH:3]=[C:4]2[C:9](=[N:10][C:11]=1[N:12]1[CH2:16][C:15](=[N:17][O:18][CH3:19])[CH:14]([CH2:20][NH:21]/C(/C)=C\C(OCC)=O)[CH2:13]1)[N:8]([CH:30]1[CH2:32][CH2:31]1)[CH:7]=[C:6]([C:33]([OH:35])=[O:34])[C:5]2=[O:36].C(O)C.[CH3:40][S:41]([OH:44])(=[O:43])=[O:42], predict the reaction product. The product is: [S:41]([OH:44])(=[O:43])(=[O:42])[CH3:40].[NH2:21][CH2:20][CH:14]1[CH2:13][N:12]([C:11]2[N:10]=[C:9]3[C:4]([C:5](=[O:36])[C:6]([C:33]([OH:35])=[O:34])=[CH:7][N:8]3[CH:30]3[CH2:32][CH2:31]3)=[CH:3][C:2]=2[F:1])[CH2:16]/[C:15]/1=[N:17]\[O:18][CH3:19]. (5) Given the reactants [CH:1]([C:3]1[CH:4]=[CH:5][C:6]([O:11][C:12]2[CH:17]=[CH:16][C:15]([CH3:18])=[CH:14][C:13]=2[OH:19])=[C:7]([CH:10]=1)[C:8]#[N:9])=O.[NH2:20][C@H:21]([C:25]([OH:27])=[O:26])[CH2:22][CH2:23][SH:24], predict the reaction product. The product is: [C:8]([C:7]1[CH:10]=[C:3]([CH:1]2[NH:20][CH:21]([C:25]([OH:27])=[O:26])[CH2:22][CH2:23][S:24]2)[CH:4]=[CH:5][C:6]=1[O:11][C:12]1[CH:17]=[CH:16][C:15]([CH3:18])=[CH:14][C:13]=1[OH:19])#[N:9].